This data is from Peptide-MHC class I binding affinity with 185,985 pairs from IEDB/IMGT. The task is: Regression. Given a peptide amino acid sequence and an MHC pseudo amino acid sequence, predict their binding affinity value. This is MHC class I binding data. (1) The peptide sequence is NVGRILGYV. The MHC is HLA-A02:01 with pseudo-sequence HLA-A02:01. The binding affinity (normalized) is 0.539. (2) The peptide sequence is IEDPPFNSL. The MHC is HLA-B58:01 with pseudo-sequence HLA-B58:01. The binding affinity (normalized) is 0. (3) The peptide sequence is YSAGALASCM. The MHC is Mamu-A01 with pseudo-sequence Mamu-A01. The binding affinity (normalized) is 0.984. (4) The peptide sequence is KINSNFLLK. The MHC is HLA-A03:01 with pseudo-sequence HLA-A03:01. The binding affinity (normalized) is 0.738. (5) The peptide sequence is ITKGLGISYGR. The MHC is HLA-A23:01 with pseudo-sequence HLA-A23:01. The binding affinity (normalized) is 0. (6) The peptide sequence is ITAGYNRYY. The MHC is HLA-A30:01 with pseudo-sequence HLA-A30:01. The binding affinity (normalized) is 0.292.